Task: Predict which catalyst facilitates the given reaction.. Dataset: Catalyst prediction with 721,799 reactions and 888 catalyst types from USPTO (1) The catalyst class is: 10. Reactant: [CH3:1][C:2]1[C:3]([CH2:8][NH:9][C:10](=[O:16])[O:11][C:12]([CH3:15])([CH3:14])[CH3:13])=[N:4][CH:5]=[CH:6][CH:7]=1.[CH2:17]([Br:24])[C:18]1[CH:23]=[CH:22][CH:21]=[CH:20][CH:19]=1. Product: [Br-:24].[CH2:17]([N+:4]1[CH:5]=[CH:6][CH:7]=[C:2]([CH3:1])[C:3]=1[CH2:8][NH:9][C:10]([O:11][C:12]([CH3:13])([CH3:15])[CH3:14])=[O:16])[C:18]1[CH:23]=[CH:22][CH:21]=[CH:20][CH:19]=1. (2) Reactant: [Cl:1][C:2]1[C:3](=[O:20])[N:4]([C:9]2[CH:13]=[C:12]([CH2:14][CH:15]=[C:16]([CH3:18])[CH3:17])[N:11]([CH3:19])[N:10]=2)[C:5](=[O:8])[C:6]=1[CH3:7].[BH4-].[Na+].O.ClCCl. Product: [Cl:1][C:2]1[CH:3]([OH:20])[N:4]([C:9]2[CH:13]=[C:12]([CH2:14][CH:15]=[C:16]([CH3:17])[CH3:18])[N:11]([CH3:19])[N:10]=2)[C:5](=[O:8])[C:6]=1[CH3:7].[Cl:1][C:2]1[C:3](=[O:20])[N:4]([C:9]2[CH:13]=[C:12]([CH2:14][CH:15]=[C:16]([CH3:17])[CH3:18])[N:11]([CH3:19])[N:10]=2)[CH:5]([OH:8])[C:6]=1[CH3:7]. The catalyst class is: 111. (3) Reactant: Cl.[N:2]#[C:3][NH2:4].[OH:5][CH2:6][CH2:7][CH2:8][S:9][C:10]1[CH:16]=[CH:15][C:13]([NH2:14])=[CH:12][CH:11]=1. Product: [OH:5][CH2:6][CH2:7][CH2:8][S:9][C:10]1[CH:16]=[CH:15][C:13]([NH:14][C:3]([NH2:4])=[NH:2])=[CH:12][CH:11]=1. The catalyst class is: 8. (4) Reactant: C([O:8][C:9]1[C:10](=[O:25])[NH:11][C:12](=[O:24])[N:13]([CH2:15][CH2:16][C:17]2[CH:22]=[CH:21][C:20]([Cl:23])=[CH:19][CH:18]=2)[N:14]=1)C1C=CC=CC=1.B(Br)(Br)Br.O. Product: [Cl:23][C:20]1[CH:19]=[CH:18][C:17]([CH2:16][CH2:15][N:13]2[C:12](=[O:24])[NH:11][C:10](=[O:25])[C:9]([OH:8])=[N:14]2)=[CH:22][CH:21]=1. The catalyst class is: 4. (5) Reactant: [F:1][C:2]1[CH:7]=[CH:6][C:5]([CH2:8][NH:9][C:10]([C:12]2[N:13]=[C:14]3[C:20]4([N:23]([CH3:31])[C:24](=[O:30])[C:25]([N:27]([CH3:29])[CH3:28])=[O:26])[CH2:21][CH2:22][C:17]([CH2:32][O:33]S(C5C=CC(C)=CC=5)(=O)=O)([CH2:18][CH2:19]4)[CH2:16][N:15]3[C:44](=[O:47])[C:45]=2[OH:46])=[O:11])=[CH:4][C:3]=1[CH3:48].C([O-])(=O)C.[K+].C([O-])([O-])=O.[K+].[K+].CCO. Product: [F:1][C:2]1[CH:7]=[CH:6][C:5]([CH2:8][NH:9][C:10]([C:12]2[N:13]=[C:14]3[C:20]4([N:23]([CH3:31])[C:24](=[O:30])[C:25]([N:27]([CH3:28])[CH3:29])=[O:26])[CH2:21][CH2:22][C:17]([CH2:32][OH:33])([CH2:18][CH2:19]4)[CH2:16][N:15]3[C:44](=[O:47])[C:45]=2[OH:46])=[O:11])=[CH:4][C:3]=1[CH3:48]. The catalyst class is: 80.